Dataset: Reaction yield outcomes from USPTO patents with 853,638 reactions. Task: Predict the reaction yield, written as a fraction of the theoretical maximum amount of product (1.0 means a 100% yield; for example, 0.34 means a 34% yield). (1) The reactants are [NH2:1][C:2]1[CH:24]=[CH:23][C:5]([CH2:6][CH2:7][O:8][C:9]2[CH:14]=[CH:13][C:12]([CH2:15][CH:16]([O:20][CH2:21][CH3:22])[C:17]([OH:19])=[O:18])=[CH:11][CH:10]=2)=[CH:4][CH:3]=1.[C:25]([O:29][C:30](=[O:43])[N:31]=[C:32]([NH:35][C:36]([O:38][C:39]([CH3:42])([CH3:41])[CH3:40])=[O:37])SC)([CH3:28])([CH3:27])[CH3:26].C(N(CC)CC)C. The catalyst is CN(C=O)C.[Hg](Cl)Cl. The product is [C:39]([O:38][C:36]([NH:35][C:32]([NH:1][C:2]1[CH:3]=[CH:4][C:5]([CH2:6][CH2:7][O:8][C:9]2[CH:14]=[CH:13][C:12]([CH2:15][CH:16]([O:20][CH2:21][CH3:22])[C:17]([OH:19])=[O:18])=[CH:11][CH:10]=2)=[CH:23][CH:24]=1)=[N:31][C:30]([O:29][C:25]([CH3:28])([CH3:27])[CH3:26])=[O:43])=[O:37])([CH3:42])([CH3:41])[CH3:40]. The yield is 0.440. (2) The catalyst is CN(C=O)C.CN(C1C=CN=CC=1)C.CCOC(C)=O. The reactants are [NH2:1][C:2]1[C:10]([C:11]#[C:12][C:13]2[CH:18]=[CH:17][CH:16]=[C:15]([NH:19][C:20]([C:22]3[O:23][CH:24]=[CH:25][C:26]=3[CH3:27])=[O:21])[CH:14]=2)=[CH:9][C:5]([C:6](O)=[O:7])=[CH:4][N:3]=1.CCN=C=NCCCN(C)C.[CH3:39][S:40]([C:43]1[CH:48]=[CH:47][C:46]([CH2:49][CH2:50][C:51]([O:53][CH3:54])=[O:52])=[CH:45][CH:44]=1)(=[NH:42])=[O:41]. The product is [NH2:1][C:2]1[N:3]=[CH:4][C:5]([C:6]([N:42]=[S:40]([C:43]2[CH:44]=[CH:45][C:46]([CH2:49][CH2:50][C:51]([O:53][CH3:54])=[O:52])=[CH:47][CH:48]=2)([CH3:39])=[O:41])=[O:7])=[CH:9][C:10]=1[C:11]#[C:12][C:13]1[CH:18]=[CH:17][CH:16]=[C:15]([NH:19][C:20]([C:22]2[O:23][CH:24]=[CH:25][C:26]=2[CH3:27])=[O:21])[CH:14]=1. The yield is 0.370. (3) The product is [O:11]([C:9]1[CH:8]=[CH:7][N:6]=[C:5]([N:4]2[CH2:21][CH2:20][NH:1][C:2](=[O:14])[CH2:3]2)[CH:10]=1)[CH3:12]. The reactants are [NH2:1][CH2:2][CH2:3][NH:4][C:5]1[CH:10]=[C:9]([O:11][CH3:12])[CH:8]=[CH:7][N:6]=1.C([O-])([O-])=[O:14].[K+].[K+].Cl[CH2:20][C:21](Cl)=O. The yield is 0.590. The catalyst is C(#N)C. (4) The reactants are Br[C:2]1[CH:7]=[CH:6][C:5]([NH:8][C:9]2[N:14]=[C:13]([NH:15][CH3:16])[C:12]([C:17]([F:20])([F:19])[F:18])=[CH:11][N:10]=2)=[C:4]([O:21][CH3:22])[CH:3]=1.C([O-])([O-])=O.[K+].[K+].[CH3:29][N:30]1[CH:34]=[C:33](B2OC(C)(C)C(C)(C)O2)[CH:32]=[N:31]1. The catalyst is O1CCOCC1.O.C1C=CC([P]([Pd]([P](C2C=CC=CC=2)(C2C=CC=CC=2)C2C=CC=CC=2)([P](C2C=CC=CC=2)(C2C=CC=CC=2)C2C=CC=CC=2)[P](C2C=CC=CC=2)(C2C=CC=CC=2)C2C=CC=CC=2)(C2C=CC=CC=2)C2C=CC=CC=2)=CC=1. The product is [CH3:22][O:21][C:4]1[CH:3]=[C:2]([C:33]2[CH:32]=[N:31][N:30]([CH3:29])[CH:34]=2)[CH:7]=[CH:6][C:5]=1[NH:8][C:9]1[N:14]=[C:13]([NH:15][CH3:16])[C:12]([C:17]([F:20])([F:19])[F:18])=[CH:11][N:10]=1. The yield is 0.250. (5) The reactants are F[C:2]1[CH:9]=[CH:8][C:5]([CH:6]=[O:7])=[CH:4][CH:3]=1.[C:10]1([S:16]([O-:18])=[O:17])[CH:15]=[CH:14][CH:13]=[CH:12][CH:11]=1.[Na+]. The catalyst is CS(C)=O. The product is [C:10]1([S:16]([C:2]2[CH:9]=[CH:8][C:5]([CH:6]=[O:7])=[CH:4][CH:3]=2)(=[O:18])=[O:17])[CH:15]=[CH:14][CH:13]=[CH:12][CH:11]=1. The yield is 0.410. (6) The reactants are Br[CH2:2][C:3]([C:5]1[CH:12]=[CH:11][C:8]([C:9]#[N:10])=[CH:7][CH:6]=1)=O.[CH:13]([NH2:15])=[O:14]. The catalyst is O. The product is [O:14]1[CH:2]=[C:3]([C:5]2[CH:12]=[CH:11][C:8]([C:9]#[N:10])=[CH:7][CH:6]=2)[N:15]=[CH:13]1. The yield is 0.170. (7) The reactants are [C:1]([O:4][CH2:5][C:6]1[N:7]([C:14]2[CH:19]=[CH:18][CH:17]=[C:16]([C:20]([NH2:22])=[O:21])[CH:15]=2)[C:8](=[O:13])[CH:9]=[C:10]([OH:12])[CH:11]=1)(=[O:3])[CH3:2].C([O-])([O-])=O.[K+].[K+].[F:29][C:30]1[CH:37]=[C:36]([F:38])[CH:35]=[CH:34][C:31]=1[CH2:32]Br. The catalyst is CN(C)C=O. The product is [C:1]([O:4][CH2:5][C:6]1[N:7]([C:14]2[CH:19]=[CH:18][CH:17]=[C:16]([C:20]([NH2:22])=[O:21])[CH:15]=2)[C:8](=[O:13])[CH:9]=[C:10]([O:12][CH2:32][C:31]2[CH:34]=[CH:35][C:36]([F:38])=[CH:37][C:30]=2[F:29])[CH:11]=1)(=[O:3])[CH3:2]. The yield is 0.320. (8) The reactants are [Cl-].O[NH3+:3].[C:4](=[O:7])([O-])[OH:5].[Na+].CS(C)=O.[CH3:13][C:14]([CH3:47])([CH3:46])[C:15](=[O:45])[CH2:16][N:17]1[C:22](=[O:23])[C:21]([CH2:24][C:25]2[CH:30]=[CH:29][C:28]([C:31]3[C:32]([C:37]#[N:38])=[CH:33][CH:34]=[CH:35][CH:36]=3)=[CH:27][CH:26]=2)=[C:20]([CH2:39][CH2:40][CH3:41])[N:19]2[N:42]=[CH:43][N:44]=[C:18]12. The catalyst is C(OCC)(=O)C. The product is [CH3:47][C:14]([CH3:46])([CH3:13])[C:15](=[O:45])[CH2:16][N:17]1[C:22](=[O:23])[C:21]([CH2:24][C:25]2[CH:26]=[CH:27][C:28]([C:31]3[CH:36]=[CH:35][CH:34]=[CH:33][C:32]=3[C:37]3[NH:3][C:4](=[O:7])[O:5][N:38]=3)=[CH:29][CH:30]=2)=[C:20]([CH2:39][CH2:40][CH3:41])[N:19]2[N:42]=[CH:43][N:44]=[C:18]12. The yield is 0.370. (9) The catalyst is C1COCC1. The reactants are [CH3:1][C:2]1[N:3](C(OCC)=O)[C:4](=O)[CH:5]=[C:6]2[CH2:10][N:9]([C:11]3[CH:12]=[N:13][N:14]([CH2:16][C:17]([F:20])([F:19])[F:18])[CH:15]=3)[C:8](=[O:21])[C:7]=12.Cl.P(Cl)(Cl)([Cl:31])=O. The yield is 0.680. The product is [Cl:31][C:4]1[N:3]=[C:2]([CH3:1])[C:7]2[C:8](=[O:21])[N:9]([C:11]3[CH:12]=[N:13][N:14]([CH2:16][C:17]([F:20])([F:19])[F:18])[CH:15]=3)[CH2:10][C:6]=2[CH:5]=1. (10) The reactants are C[N:2](C)/[CH:3]=[CH:4]/[C:5]([C:7]1[C:12](=[O:13])[CH:11]=[CH:10][N:9]([C:14]2[CH:19]=[CH:18][CH:17]=[C:16]([O:20][C:21]([F:24])([F:23])[F:22])[CH:15]=2)[N:8]=1)=O.[NH:26]([C:28]1[CH:33]=[CH:32][N:31]=[CH:30][CH:29]=1)N. No catalyst specified. The product is [N:31]1[CH:32]=[CH:33][C:28]([N:26]2[C:5]([C:7]3[C:12](=[O:13])[CH:11]=[CH:10][N:9]([C:14]4[CH:19]=[CH:18][CH:17]=[C:16]([O:20][C:21]([F:24])([F:23])[F:22])[CH:15]=4)[N:8]=3)=[CH:4][CH:3]=[N:2]2)=[CH:29][CH:30]=1. The yield is 0.160.